Dataset: Reaction yield outcomes from USPTO patents with 853,638 reactions. Task: Predict the reaction yield, written as a fraction of the theoretical maximum amount of product (1.0 means a 100% yield; for example, 0.34 means a 34% yield). (1) The reactants are [OH:1][C:2]1([CH3:26])[CH2:7][CH2:6][N:5]([C@H:8]([C:20]2[CH:25]=[CH:24][CH:23]=[CH:22][CH:21]=2)[C:9]([O:11][C@H](C2C=CC=CC=2)C)=[O:10])[CH2:4][CH2:3]1.FC(F)(F)C(O)=O. The catalyst is ClCCl. The product is [OH:1][C:2]1([CH3:26])[CH2:3][CH2:4][N:5]([C@H:8]([C:20]2[CH:25]=[CH:24][CH:23]=[CH:22][CH:21]=2)[C:9]([OH:11])=[O:10])[CH2:6][CH2:7]1. The yield is 0.980. (2) The reactants are [NH2:1][C:2]1[CH:7]=[CH:6][CH:5]=[CH:4][C:3]=1[NH:8][CH2:9][CH2:10][N:11]1[CH2:16][CH2:15][CH:14]([C:17]([O:19][C:20]([CH3:23])([CH3:22])[CH3:21])=[O:18])[CH2:13][CH2:12]1.O.[NH:25]1[C:33](=O)[C:31](=O)[C:29](=[O:30])[NH:28][C:26]1=[O:27].[B]=O. The catalyst is C(O)(=O)C. The product is [O:27]=[C:26]1[NH:28][C:29](=[O:30])[C:31]2[C:33]([N:8]([CH2:9][CH2:10][N:11]3[CH2:16][CH2:15][CH:14]([C:17]([O:19][C:20]([CH3:23])([CH3:22])[CH3:21])=[O:18])[CH2:13][CH2:12]3)[C:3]3[CH:4]=[CH:5][CH:6]=[CH:7][C:2]=3[N:1]=2)=[N:25]1. The yield is 0.320. (3) The reactants are Br[C:2]1[CH:3]=[C:4]([NH:10][C:11]2[CH:16]=[N:15][C:14]([N:17]3[CH2:22][CH2:21][N:20]([CH:23]4[CH2:26][O:25][CH2:24]4)[CH2:19][CH2:18]3)=[CH:13][N:12]=2)[C:5](=[O:9])[N:6]([CH3:8])[CH:7]=1.[C:27]([O:30][CH2:31][C:32]1[C:33]([N:47]2[CH2:59][CH2:58][N:50]3[C:51]4[CH2:52][CH2:53][CH2:54][CH2:55][C:56]=4[CH:57]=[C:49]3[C:48]2=[O:60])=[N:34][CH:35]=[CH:36][C:37]=1B1OC(C)(C)C(C)(C)O1)(=[O:29])[CH3:28].C([O-])(=O)C.[Na+].[O-]P([O-])([O-])=O.[K+].[K+].[K+]. The catalyst is C1C=CC(P(C2C=CC=CC=2)[C-]2C=CC=C2)=CC=1.C1C=CC(P(C2C=CC=CC=2)[C-]2C=CC=C2)=CC=1.Cl[Pd]Cl.[Fe+2].O.C(#N)C. The product is [C:27]([O:30][CH2:31][C:32]1[C:33]([N:47]2[CH2:59][CH2:58][N:50]3[C:51]4[CH2:52][CH2:53][CH2:54][CH2:55][C:56]=4[CH:57]=[C:49]3[C:48]2=[O:60])=[N:34][CH:35]=[CH:36][C:37]=1[C:2]1[CH:3]=[C:4]([NH:10][C:11]2[CH:16]=[N:15][C:14]([N:17]3[CH2:22][CH2:21][N:20]([CH:23]4[CH2:26][O:25][CH2:24]4)[CH2:19][CH2:18]3)=[CH:13][N:12]=2)[C:5](=[O:9])[N:6]([CH3:8])[CH:7]=1)(=[O:29])[CH3:28]. The yield is 0.340. (4) The reactants are [CH3:1][O:2][C:3]1[C:4]2[N:5]([C:11]([C:32]3[CH:37]=[CH:36][CH:35]=[CH:34][CH:33]=3)=[C:12]([C:14]3[CH:19]=[CH:18][C:17]([C:20]4([NH:24]C(=O)OC(C)(C)C)[CH2:23][CH2:22][CH2:21]4)=[CH:16][CH:15]=3)[N:13]=2)[N:6]=[C:7]([CH:9]=[CH2:10])[CH:8]=1.FC(F)(F)S(O)(=O)=O.[OH-].[Na+]. The catalyst is O1CCOCC1. The product is [CH3:1][O:2][C:3]1[C:4]2[N:5]([C:11]([C:32]3[CH:37]=[CH:36][CH:35]=[CH:34][CH:33]=3)=[C:12]([C:14]3[CH:19]=[CH:18][C:17]([C:20]4([NH2:24])[CH2:23][CH2:22][CH2:21]4)=[CH:16][CH:15]=3)[N:13]=2)[N:6]=[C:7]([CH:9]=[CH2:10])[CH:8]=1. The yield is 0.700. (5) The reactants are [N:1]1[CH:6]=[CH:5][CH:4]=[C:3]([C:7]2[CH:12]=[CH:11][C:10]([CH3:13])=[CH:9][CH:8]=2)[CH:2]=1.[O-:14][Mn](=O)(=O)=O.[K+].[OH2:20]. The catalyst is N1C=CC=CC=1. The product is [N:1]1[CH:6]=[CH:5][CH:4]=[C:3]([C:7]2[CH:8]=[CH:9][C:10]([C:13]([OH:14])=[O:20])=[CH:11][CH:12]=2)[CH:2]=1. The yield is 0.760.